Dataset: Catalyst prediction with 721,799 reactions and 888 catalyst types from USPTO. Task: Predict which catalyst facilitates the given reaction. Reactant: [CH2:1]([O:8][C:9]1[C:14]([Cl:15])=[CH:13][C:12]([C:16]([N:18]2[C:27]3[C:22](=[CH:23][CH:24]=[CH:25][CH:26]=3)[NH:21][CH2:20][CH2:19]2)=[O:17])=[CH:11][C:10]=1[Cl:28])[C:2]1[CH:7]=[CH:6][CH:5]=[CH:4][CH:3]=1.C(N(CC)CC)C.[C:36](Cl)(=[O:38])[CH3:37].CO. Product: [CH2:1]([O:8][C:9]1[C:10]([Cl:28])=[CH:11][C:12]([C:16]([N:18]2[C:27]3[C:22](=[CH:23][CH:24]=[CH:25][CH:26]=3)[N:21]([C:36](=[O:38])[CH3:37])[CH2:20][CH2:19]2)=[O:17])=[CH:13][C:14]=1[Cl:15])[C:2]1[CH:7]=[CH:6][CH:5]=[CH:4][CH:3]=1. The catalyst class is: 2.